From a dataset of Forward reaction prediction with 1.9M reactions from USPTO patents (1976-2016). Predict the product of the given reaction. (1) Given the reactants O[CH2:2][CH:3]1[CH2:7][N:6]([C:8]2[CH:9]=[N:10][N:11]3[CH2:16][C@H:15]([CH3:17])[N:14]([C:18]([O:20][C:21]([CH3:24])([CH3:23])[CH3:22])=[O:19])[CH2:13][C:12]=23)[C:5](=[O:25])[CH2:4]1.CCN(C(C)C)C(C)C.CS(OS(C)(=O)=O)(=O)=O.[NH:44]1[CH:48]=[CH:47][CH:46]=[N:45]1.C([O-])([O-])=O.[Cs+].[Cs+], predict the reaction product. The product is: [N:44]1([CH2:2][CH:3]2[CH2:7][N:6]([C:8]3[CH:9]=[N:10][N:11]4[CH2:16][C@H:15]([CH3:17])[N:14]([C:18]([O:20][C:21]([CH3:23])([CH3:24])[CH3:22])=[O:19])[CH2:13][C:12]=34)[C:5](=[O:25])[CH2:4]2)[CH:48]=[CH:47][CH:46]=[N:45]1. (2) Given the reactants [C:1](Cl)(=[O:12])[CH2:2][CH2:3][CH2:4][CH2:5][CH2:6][CH2:7][CH2:8][CH2:9][CH:10]=[CH2:11].[NH2:14][C:15]1[O:16][C:17]2[CH:23]=[CH:22][C:21]([Cl:24])=[CH:20][C:18]=2[N:19]=1, predict the reaction product. The product is: [Cl:24][C:21]1[CH:22]=[CH:23][C:17]2[O:16][C:15]([NH:14][C:1](=[O:12])[CH2:2][CH2:3][CH2:4][CH2:5][CH2:6][CH2:7][CH2:8][CH2:9][CH:10]=[CH2:11])=[N:19][C:18]=2[CH:20]=1. (3) Given the reactants [Cl:1][C:2]1[O:6][C:5]([C:7]2[CH:8]=[CH:9][C:10]3[O:14][C:13]4[CH:15]=[C:16]([S:19]([NH:22][C@@H:23]([CH:28]([CH3:30])[CH3:29])[C:24]([O:26]C)=[O:25])(=[O:21])=[O:20])[CH:17]=[CH:18][C:12]=4[C:11]=3[CH:31]=2)=[CH:4][CH:3]=1.[Li+].[OH-], predict the reaction product. The product is: [Cl:1][C:2]1[O:6][C:5]([C:7]2[CH:8]=[CH:9][C:10]3[O:14][C:13]4[CH:15]=[C:16]([S:19]([NH:22][C@@H:23]([CH:28]([CH3:29])[CH3:30])[C:24]([OH:26])=[O:25])(=[O:20])=[O:21])[CH:17]=[CH:18][C:12]=4[C:11]=3[CH:31]=2)=[CH:4][CH:3]=1. (4) Given the reactants [Br:1][C:2]1[C:3](Cl)=[N:4][CH:5]=[C:6]([CH:21]=1)[C:7]([NH:9][C:10]1[CH:15]=[CH:14][C:13]([O:16][C:17]([Cl:20])([F:19])[F:18])=[CH:12][CH:11]=1)=[O:8].[CH2:23]([NH:25][CH2:26][CH2:27][OH:28])[CH3:24], predict the reaction product. The product is: [Br:1][C:2]1[C:3]([N:25]([CH2:23][CH3:24])[CH2:26][CH2:27][OH:28])=[N:4][CH:5]=[C:6]([CH:21]=1)[C:7]([NH:9][C:10]1[CH:15]=[CH:14][C:13]([O:16][C:17]([Cl:20])([F:19])[F:18])=[CH:12][CH:11]=1)=[O:8].